Dataset: Catalyst prediction with 721,799 reactions and 888 catalyst types from USPTO. Task: Predict which catalyst facilitates the given reaction. (1) Reactant: [CH3:1][N:2]1[C:7]2[CH:8]=[CH:9][C:10]([N+:12]([O-])=O)=[CH:11][C:6]=2[O:5][CH2:4][C:3]1=[O:15].[Cl-].[NH4+].C(Cl)Cl. Product: [CH3:1][N:2]1[C:7]2[CH:8]=[CH:9][C:10]([NH2:12])=[CH:11][C:6]=2[O:5][CH2:4][C:3]1=[O:15]. The catalyst class is: 314. (2) Product: [O:34]1[CH:38]=[CH:37][CH:36]=[C:35]1[C:39]([N:24]1[CH2:25][CH2:26][CH:21]([NH:20][S:17]([C:3]2[CH:4]=[C:5]([S:8]([C:11]3[CH:16]=[CH:15][CH:14]=[CH:13][CH:12]=3)(=[O:10])=[O:9])[CH:6]=[CH:7][C:2]=2[CH3:1])(=[O:18])=[O:19])[CH2:22][CH2:23]1)=[O:40]. Reactant: [CH3:1][C:2]1[CH:7]=[CH:6][C:5]([S:8]([C:11]2[CH:16]=[CH:15][CH:14]=[CH:13][CH:12]=2)(=[O:10])=[O:9])=[CH:4][C:3]=1[S:17]([NH:20][CH:21]1[CH2:26][CH2:25][NH:24][CH2:23][CH2:22]1)(=[O:19])=[O:18].CN1CCOCC1.[O:34]1[CH:38]=[CH:37][CH:36]=[C:35]1[C:39](Cl)=[O:40]. The catalyst class is: 4.